From a dataset of Catalyst prediction with 721,799 reactions and 888 catalyst types from USPTO. Predict which catalyst facilitates the given reaction. (1) Reactant: [N:1]1[CH:6]=[CH:5][CH:4]=[CH:3][C:2]=1[CH2:7][NH:8][CH2:9][C:10]1[CH:24]=[CH:23][C:13]([CH2:14][NH:15]C(=O)OC(C)(C)C)=[CH:12][CH:11]=1.S(Cl)(Cl)=O. Product: [NH2:15][CH2:14][C:13]1[CH:12]=[CH:11][C:10]([CH2:9][NH:8][CH2:7][C:2]2[CH:3]=[CH:4][CH:5]=[CH:6][N:1]=2)=[CH:24][CH:23]=1. The catalyst class is: 5. (2) The catalyst class is: 438. Product: [C:26]([O:29][CH2:30][C:31]1[C:36]([N:37]2[CH2:49][CH2:48][N:40]3[C:41]4[CH2:42][CH2:43][CH2:44][CH2:45][C:46]=4[CH:47]=[C:39]3[C:38]2=[O:50])=[CH:35][C:34]([F:51])=[CH:33][C:32]=1[C:4]1[CH:5]=[C:6]([NH:9][C:10]2[CH:22]=[C:13]3[CH2:14][N:15]([CH:18]4[CH2:21][O:20][CH2:19]4)[CH2:16][CH2:17][N:12]3[N:11]=2)[C:7](=[O:8])[N:2]([CH3:1])[CH:3]=1)(=[O:28])[CH3:27]. Reactant: [CH3:1][N:2]1[C:7](=[O:8])[C:6]([NH:9][C:10]2[CH:22]=[C:13]3[CH2:14][N:15]([CH:18]4[CH2:21][O:20][CH2:19]4)[CH2:16][CH2:17][N:12]3[N:11]=2)=[CH:5][C:4](B(O)O)=[CH:3]1.[C:26]([O:29][CH2:30][C:31]1[C:36]([N:37]2[CH2:49][CH2:48][N:40]3[C:41]4[CH2:42][CH2:43][CH2:44][CH2:45][C:46]=4[CH:47]=[C:39]3[C:38]2=[O:50])=[CH:35][C:34]([F:51])=[CH:33][C:32]=1Br)(=[O:28])[CH3:27].C([O-])([O-])=O.[Na+].[Na+]. (3) Reactant: [C:1](OC1C=CC(C(C2C=CC(OC(=O)C=C)=CC=2)(C2C=CC(OC(=O)C=C)=CC=2)C)=CC=1)(=[O:4])[CH:2]=C.[C:36]1([C:42]2[CH:47]=[CH:46][CH:45]=[C:44]([C:48]3[CH:53]=[CH:52][CH:51]=[CH:50][CH:49]=3)[C:43]=2[OH:54])[CH:41]=[CH:40][CH:39]=[CH:38][CH:37]=1.C1(=O)OCCO1.[I-].[K+].CN(C)C=O. Product: [C:48]1([C:44]2[CH:45]=[CH:46][CH:47]=[C:42]([C:36]3[CH:41]=[CH:40][CH:39]=[CH:38][CH:37]=3)[C:43]=2[O:54][CH:1]([OH:4])[CH3:2])[CH:49]=[CH:50][CH:51]=[CH:52][CH:53]=1. The catalyst class is: 13. (4) Reactant: [Cl:1][C:2]1[N:3]=[CH:4][C:5]([F:13])=[C:6]2[C:11]=1[N:10]=[CH:9][C:8]([OH:12])=[CH:7]2.C1(P(C2C=CC=CC=2)C2C=CC=CC=2)C=CC=CC=1.[O:33]1[CH:37]=[CH:36][N:35]=[C:34]1[CH2:38]O.N(C(OC(C)C)=O)=NC(OC(C)C)=O. Product: [Cl:1][C:2]1[N:3]=[CH:4][C:5]([F:13])=[C:6]2[C:11]=1[N:10]=[CH:9][C:8]([O:12][CH2:38][C:34]1[O:33][CH:37]=[CH:36][N:35]=1)=[CH:7]2. The catalyst class is: 90.